Dataset: Reaction yield outcomes from USPTO patents with 853,638 reactions. Task: Predict the reaction yield, written as a fraction of the theoretical maximum amount of product (1.0 means a 100% yield; for example, 0.34 means a 34% yield). (1) The yield is 0.890. The reactants are [F:1][C:2]1[CH:7]=[CH:6][C:5]([C:8]2[O:9][C:10]3[CH:20]=[C:19]([N:21]([CH3:26])[S:22]([CH3:25])(=[O:24])=[O:23])[C:18]([C:27]4[CH:32]=[CH:31][CH:30]=[C:29]([N+:33]([O-])=O)[CH:28]=4)=[CH:17][C:11]=3[C:12]=2[C:13]([NH:15][CH3:16])=[O:14])=[CH:4][CH:3]=1. The product is [NH2:33][C:29]1[CH:28]=[C:27]([C:18]2[C:19]([N:21]([CH3:26])[S:22]([CH3:25])(=[O:24])=[O:23])=[CH:20][C:10]3[O:9][C:8]([C:5]4[CH:4]=[CH:3][C:2]([F:1])=[CH:7][CH:6]=4)=[C:12]([C:13]([NH:15][CH3:16])=[O:14])[C:11]=3[CH:17]=2)[CH:32]=[CH:31][CH:30]=1. The catalyst is CO.[Pd]. (2) The reactants are FC(F)(F)C(O)=O.[Br:8][C:9]1[CH:10]=[C:11]([N:15]2[C:23]3[CH2:22][CH2:21][NH:20][CH2:19][C:18]=3[C:17]([C:24]([O:26][CH2:27][CH3:28])=[O:25])=[N:16]2)[CH:12]=[CH:13][CH:14]=1.C(N(CC)CC)C.[CH3:36][C:37]1([CH3:40])[CH2:39][O:38]1. The catalyst is CC#N. The product is [Br:8][C:9]1[CH:10]=[C:11]([N:15]2[C:23]3[CH2:22][CH2:21][N:20]([CH2:36][C:37]([OH:38])([CH3:40])[CH3:39])[CH2:19][C:18]=3[C:17]([C:24]([O:26][CH2:27][CH3:28])=[O:25])=[N:16]2)[CH:12]=[CH:13][CH:14]=1. The yield is 0.220. (3) The reactants are [C:1]1([CH:7]([C:13]2[CH:18]=[CH:17][CH:16]=[CH:15][CH:14]=2)[N:8]2[CH2:11][CH:10]([OH:12])[CH2:9]2)[CH:6]=[CH:5][CH:4]=[CH:3][CH:2]=1.[CH3:19][S:20](Cl)(=[O:22])=[O:21]. The catalyst is N1C=CC=CC=1. The product is [CH3:19][S:20]([O:12][CH:10]1[CH2:11][N:8]([CH:7]([C:1]2[CH:2]=[CH:3][CH:4]=[CH:5][CH:6]=2)[C:13]2[CH:14]=[CH:15][CH:16]=[CH:17][CH:18]=2)[CH2:9]1)(=[O:22])=[O:21]. The yield is 0.960. (4) The reactants are [CH:1]1([C:4]([NH:6][C:7]2[N:8]=[CH:9][C:10]3[C:15]([CH:16]=2)=[CH:14][CH:13]=[C:12]([O:17][C:18]([CH3:25])([CH3:24])[C:19](OCC)=[O:20])[CH:11]=3)=[O:5])[CH2:3][CH2:2]1.[AlH4-].[Li+]. The catalyst is O1CCCC1. The product is [OH:20][CH2:19][C:18]([CH3:25])([O:17][C:12]1[CH:11]=[C:10]2[C:15]([CH:16]=[C:7]([NH:6][C:4]([CH:1]3[CH2:3][CH2:2]3)=[O:5])[N:8]=[CH:9]2)=[CH:14][CH:13]=1)[CH3:24]. The yield is 0.0900. (5) The reactants are [NH2:1][C:2]1[NH:7][C:6](=[O:8])[CH:5]=[C:4](Cl)[N:3]=1.[NH2:10][NH2:11]. The catalyst is O. The product is [NH2:1][C:2]1[NH:7][C:6](=[O:8])[CH:5]=[C:4]([NH:10][NH2:11])[N:3]=1. The yield is 0.460. (6) The product is [O:7]=[C:8]1[CH2:13][N:12]([C:14](=[O:19])[C:15]([F:17])([F:16])[F:18])[CH2:11][CH2:10][N:9]1[C:20]1[CH:21]=[CH:22][C:23]([S:26]([NH:1][C:2]2[S:3][CH:4]=[CH:5][N:6]=2)(=[O:28])=[O:27])=[CH:24][CH:25]=1. The yield is 0.480. The catalyst is N1C=CC=CC=1. The reactants are [NH2:1][C:2]1[S:3][CH:4]=[CH:5][N:6]=1.[O:7]=[C:8]1[CH2:13][N:12]([C:14](=[O:19])[C:15]([F:18])([F:17])[F:16])[CH2:11][CH2:10][N:9]1[C:20]1[CH:25]=[CH:24][C:23]([S:26](Cl)(=[O:28])=[O:27])=[CH:22][CH:21]=1. (7) The reactants are Br[C:2]1[C:11]2[C:6](=[CH:7][CH:8]=[CH:9][CH:10]=2)[C:5](=[O:12])[O:4][C:3]=1[CH:13]([OH:15])[CH3:14].CC1(C)C(C)(C)OB([C:24]2[CH2:29][CH2:28][N:27]([C:30]([O:32][C:33]([CH3:36])([CH3:35])[CH3:34])=[O:31])[CH2:26][CH:25]=2)O1.C([O-])([O-])=O.[Cs+].[Cs+]. The catalyst is C1C=CC([P]([Pd]([P](C2C=CC=CC=2)(C2C=CC=CC=2)C2C=CC=CC=2)([P](C2C=CC=CC=2)(C2C=CC=CC=2)C2C=CC=CC=2)[P](C2C=CC=CC=2)(C2C=CC=CC=2)C2C=CC=CC=2)(C2C=CC=CC=2)C2C=CC=CC=2)=CC=1. The product is [OH:15][CH:13]([C:3]1[O:4][C:5](=[O:12])[C:6]2[C:11]([C:2]=1[C:24]1[CH2:29][CH2:28][N:27]([C:30]([O:32][C:33]([CH3:36])([CH3:35])[CH3:34])=[O:31])[CH2:26][CH:25]=1)=[CH:10][CH:9]=[CH:8][CH:7]=2)[CH3:14]. The yield is 0.180. (8) The reactants are [C:1]([O:5][C:6](=[O:41])[C@@H:7]([NH:13][C:14](=[O:40])[CH2:15][CH2:16][CH2:17][CH2:18][CH2:19][CH2:20][CH2:21][CH2:22][CH2:23][CH2:24][CH2:25][CH2:26][CH2:27][CH2:28][CH2:29][CH2:30][CH2:31][CH2:32][C:33]([O:35][C:36]([CH3:39])([CH3:38])[CH3:37])=[O:34])[CH2:8][CH2:9][C:10]([OH:12])=[O:11])([CH3:4])([CH3:3])[CH3:2].CCN(C(C)C)C(C)C.[B-](F)(F)(F)F.CN(C(O[N:64]1[C:69](=[O:70])[CH2:68][CH2:67][C:65]1=[O:66])=[N+](C)C)C. The catalyst is C1COCC1.C(#N)C. The product is [O:66]=[C:65]1[CH2:67][CH2:68][C:69](=[O:70])[N:64]1[O:11][C:10](=[O:12])[CH2:9][CH2:8][C@H:7]([NH:13][C:14](=[O:40])[CH2:15][CH2:16][CH2:17][CH2:18][CH2:19][CH2:20][CH2:21][CH2:22][CH2:23][CH2:24][CH2:25][CH2:26][CH2:27][CH2:28][CH2:29][CH2:30][CH2:31][CH2:32][C:33]([O:35][C:36]([CH3:39])([CH3:38])[CH3:37])=[O:34])[C:6]([O:5][C:1]([CH3:4])([CH3:2])[CH3:3])=[O:41]. The yield is 0.810.